From a dataset of Catalyst prediction with 721,799 reactions and 888 catalyst types from USPTO. Predict which catalyst facilitates the given reaction. (1) Reactant: [OH:1][C@H:2]([CH2:10][NH:11][C:12]1[CH:23]=[CH:22][C:15]2[NH:16][C:17](=[O:21])[CH2:18][CH2:19][CH2:20][C:14]=2[CH:13]=1)[CH2:3][O:4][C:5](=[O:9])[CH2:6][CH2:7][CH3:8].C(N(CC)CC)C.[C:31](Cl)(Cl)=[O:32].C([O-])(O)=O.[Na+]. Product: [O:32]=[C:31]1[N:11]([C:12]2[CH:23]=[CH:22][C:15]3[NH:16][C:17](=[O:21])[CH2:18][CH2:19][CH2:20][C:14]=3[CH:13]=2)[CH2:10][C@H:2]([CH2:3][O:4][C:5](=[O:9])[CH2:6][CH2:7][CH3:8])[O:1]1. The catalyst class is: 4. (2) Product: [F:27][CH:2]([F:1])[C:3]1[CH:8]=[CH:7][C:6]([C:9]([F:26])([F:25])[CH2:10][N:11]2[CH2:12][CH2:13][CH:14]([NH2:17])[CH2:15][CH2:16]2)=[CH:5][CH:4]=1. Reactant: [F:1][CH:2]([F:27])[C:3]1[CH:8]=[CH:7][C:6]([C:9]([F:26])([F:25])[CH2:10][N:11]2[CH2:16][CH2:15][CH:14]([NH:17]C(=O)OC(C)(C)C)[CH2:13][CH2:12]2)=[CH:5][CH:4]=1.C(O)(C(F)(F)F)=O. The catalyst class is: 2. (3) Reactant: [OH-].[Na+].Cl.[CH3:4][C:5]1[CH:10]=[CH:9][N:8]=[C:7]([SH:11])[N:6]=1.I[CH3:13]. Product: [CH3:4][C:5]1[CH:10]=[CH:9][N:8]=[C:7]([S:11][CH3:13])[N:6]=1. The catalyst class is: 6. (4) Reactant: [CH2:1]([C:3]1[C:11]([N:12]([CH2:20][CH:21]2[CH2:26][CH2:25][O:24][CH2:23][CH2:22]2)C(=O)OC(C)(C)C)=[C:6]2[CH:7]=[CH:8][CH:9]=[CH:10][N:5]2[N:4]=1)[CH3:2].[ClH:27].C(OCC)(=O)C. Product: [ClH:27].[CH2:1]([C:3]1[C:11]([NH:12][CH2:20][CH:21]2[CH2:26][CH2:25][O:24][CH2:23][CH2:22]2)=[C:6]2[CH:7]=[CH:8][CH:9]=[CH:10][N:5]2[N:4]=1)[CH3:2]. The catalyst class is: 57. (5) Reactant: CC(C)([O-])C.[K+].[CH2:7]([O:14][C:15]([NH:17][CH:18]1[CH2:23][CH2:22][CH:21]([C:24]([O:26]CC)=[O:25])[CH2:20][CH2:19]1)=[O:16])[C:8]1[CH:13]=[CH:12][CH:11]=[CH:10][CH:9]=1.O.Cl. Product: [CH2:7]([O:14][C:15]([NH:17][C@H:18]1[CH2:23][CH2:22][C@H:21]([C:24]([OH:26])=[O:25])[CH2:20][CH2:19]1)=[O:16])[C:8]1[CH:9]=[CH:10][CH:11]=[CH:12][CH:13]=1. The catalyst class is: 7. (6) Reactant: [OH:1][CH2:2][CH2:3][CH2:4][CH2:5][CH2:6][CH2:7][O:8][C:9]1[CH:16]=[CH:15][C:12]([CH:13]=O)=[CH:11][CH:10]=1.[Br-].[C:18]([C:21]1[CH:46]=[CH:45][C:24]([CH2:25][P+](C2C=CC=CC=2)(C2C=CC=CC=2)C2C=CC=CC=2)=[CH:23][CH:22]=1)([OH:20])=[O:19]. Product: [C:18]([C:21]1[CH:46]=[CH:45][C:24](/[CH:25]=[CH:13]/[C:12]2[CH:15]=[CH:16][C:9]([O:8][CH2:7][CH2:6][CH2:5][CH2:4][CH2:3][CH2:2][OH:1])=[CH:10][CH:11]=2)=[CH:23][CH:22]=1)([OH:20])=[O:19]. The catalyst class is: 8. (7) Reactant: C[O-].[Na+].[Cl-].NC[NH+]=[N:8][C:9]([NH:11][C@H:12]1[C:21]2[C:16](=[C:17]([F:22])[CH:18]=[CH:19][CH:20]=2)[O:15][CH2:14][CH2:13]1)=[NH:10].[NH2:23][C:24]([NH:26][C:27](N)=N)=N.[F:30][CH:31]([F:37])C(OCC)=O. Product: [F:30][CH:31]([F:37])[C:27]1[N:8]=[C:9]([NH:11][C@H:12]2[C:21]3[C:16](=[C:17]([F:22])[CH:18]=[CH:19][CH:20]=3)[O:15][CH2:14][CH2:13]2)[N:10]=[C:24]([NH2:23])[N:26]=1. The catalyst class is: 5.